This data is from Reaction yield outcomes from USPTO patents with 853,638 reactions. The task is: Predict the reaction yield, written as a fraction of the theoretical maximum amount of product (1.0 means a 100% yield; for example, 0.34 means a 34% yield). (1) The reactants are [CH3:1][C:2]1[O:6][N:5]=[C:4]([C:7]2[CH:12]=[CH:11][N:10]=[CH:9][CH:8]=2)[C:3]=1[CH2:13][O:14][C:15]1[CH:23]=[CH:22][C:18]([C:19]([OH:21])=O)=[CH:17][N:16]=1.COC(=O)C1C=CC(OCC2C(C3C=CC=C(F)C=3)=NOC=2C)=NC=1.[F:49][C:50]([F:54])([F:53])[CH2:51][NH2:52]. No catalyst specified. The product is [CH3:1][C:2]1[O:6][N:5]=[C:4]([C:7]2[CH:8]=[CH:9][N:10]=[CH:11][CH:12]=2)[C:3]=1[CH2:13][O:14][C:15]1[CH:23]=[CH:22][C:18]([C:19]([NH:52][CH2:51][C:50]([F:54])([F:53])[F:49])=[O:21])=[CH:17][N:16]=1. The yield is 0.140. (2) The yield is 0.214. The product is [Cl:1][C:2]1[CH:7]=[CH:6][C:5]([Cl:8])=[CH:4][C:3]=1[N:9]1[C:17](=[O:18])[CH2:16][C:11]([CH:12]([CH3:14])[CH3:13])=[N:10]1. The catalyst is C(OCC)(=O)C. The reactants are [Cl:1][C:2]1[CH:7]=[CH:6][C:5]([Cl:8])=[CH:4][C:3]=1[NH:9][NH2:10].[C:11]([CH2:16][C:17](OCC)=[O:18])(=O)[CH:12]([CH3:14])[CH3:13].C(O)C.[O-]CC.[Na+].